Predict the reactants needed to synthesize the given product. From a dataset of Full USPTO retrosynthesis dataset with 1.9M reactions from patents (1976-2016). (1) Given the product [NH2:1][C:2]1[N:7]=[C:6]([NH2:8])[C:5]([C:9]#[N:10])=[C:4]([NH:11][C@H:12]([C:14]2[N:23]([C:24]3[CH:29]=[CH:28][CH:27]=[C:26]([F:30])[CH:25]=3)[C:22](=[O:31])[C:21]3[C:16](=[CH:17][CH:18]=[CH:19][C:20]=3[S:32]([CH2:35][CH2:36][N:37]3[CH2:41][CH2:40][CH2:39][CH2:38]3)(=[O:34])=[O:33])[N:15]=2)[CH3:13])[N:3]=1, predict the reactants needed to synthesize it. The reactants are: [NH2:1][C:2]1[N:7]=[C:6]([NH2:8])[C:5]([C:9]#[N:10])=[C:4]([NH:11][C@H:12]([C:14]2[N:23]([C:24]3[CH:29]=[CH:28][CH:27]=[C:26]([F:30])[CH:25]=3)[C:22](=[O:31])[C:21]3[C:16](=[CH:17][CH:18]=[CH:19][C:20]=3[S:32]([CH:35]=[CH2:36])(=[O:34])=[O:33])[N:15]=2)[CH3:13])[N:3]=1.[NH:37]1[CH2:41][CH2:40][CH2:39][CH2:38]1. (2) Given the product [ClH:47].[ClH:47].[CH2:19]([N:21]1[CH2:26][CH2:25][N:24]([C:27]2[N:28]=[C:29]([C:36]3[CH:37]=[CH:38][C:39]([S:42]([CH2:45][CH3:46])(=[O:44])=[O:43])=[CH:40][CH:41]=3)[CH:30]=[C:31]3[CH:35]=[CH:34][S:33][C:32]=23)[CH2:23][CH2:22]1)[CH3:20], predict the reactants needed to synthesize it. The reactants are: C(N1CCN(C2N=C(Br)C=C3C=CSC=23)CC1)C.[CH2:19]([N:21]1[CH2:26][CH2:25][N:24]([C:27]2[N:28]=[C:29]([C:36]3[CH:41]=[CH:40][C:39]([S:42]([CH2:45][CH3:46])(=[O:44])=[O:43])=[CH:38][CH:37]=3)[CH:30]=[C:31]3[CH:35]=[CH:34][S:33][C:32]=23)[CH2:23][CH2:22]1)[CH3:20].[ClH:47]. (3) Given the product [CH3:14][O:7][C:6](=[O:8])[C:5]1[CH:9]=[CH:10][C:2]([Br:1])=[CH:3][C:4]=1[N+:11]([O-:13])=[O:12], predict the reactants needed to synthesize it. The reactants are: [Br:1][C:2]1[CH:10]=[CH:9][C:5]([C:6]([OH:8])=[O:7])=[C:4]([N+:11]([O-:13])=[O:12])[CH:3]=1.[CH3:14]I.O. (4) Given the product [Cl:19][C:20]1[N:25]=[C:24]([CH2:26][C:4]([C:3]2[CH:8]=[C:9]([NH:12][C:13](=[O:14])[O:15][CH2:16][CH:17]=[CH2:18])[CH:10]=[CH:11][C:2]=2[F:1])=[O:6])[CH:23]=[CH:22][N:21]=1, predict the reactants needed to synthesize it. The reactants are: [F:1][C:2]1[CH:11]=[CH:10][C:9]([NH:12][C:13]([O:15][CH2:16][CH:17]=[CH2:18])=[O:14])=[CH:8][C:3]=1[C:4]([O:6]C)=O.[Cl:19][C:20]1[N:25]=[C:24]([CH3:26])[CH:23]=[CH:22][N:21]=1. (5) Given the product [Cl:19][C:10]1[C:9]2[CH2:8][CH2:7][CH:6]([C:13]3[CH:18]=[CH:17][CH:16]=[CH:15][CH:14]=3)[CH2:5][C:4]=2[N:3]=[C:2]([NH2:1])[N:11]=1, predict the reactants needed to synthesize it. The reactants are: [NH2:1][C:2]1[N:11]=[C:10](O)[C:9]2[CH2:8][CH2:7][CH:6]([C:13]3[CH:18]=[CH:17][CH:16]=[CH:15][CH:14]=3)[CH2:5][C:4]=2[N:3]=1.[ClH:19]. (6) Given the product [CH3:4][O:5][C:6]1[CH:7]=[C:8]([C:18]2[N:22]3[CH2:23][CH2:24][CH2:25][C:26]([C:49]([OH:48])([CH3:45])[CH3:1])([O:32][C:33]4[CH:38]=[CH:37][C:36]([C:39]([F:41])([F:42])[F:40])=[CH:35][CH:34]=4)[C:21]3=[N:20][N:19]=2)[CH:9]=[CH:10][C:11]=1[C:12]1[O:16][C:15]([CH3:17])=[N:14][CH:13]=1, predict the reactants needed to synthesize it. The reactants are: [CH3:1][Mg]Br.[CH3:4][O:5][C:6]1[CH:7]=[C:8]([C:18]2[N:22]3[CH2:23][CH2:24][CH2:25][C:26]([O:32][C:33]4[CH:38]=[CH:37][C:36]([C:39]([F:42])([F:41])[F:40])=[CH:35][CH:34]=4)(C(OCC)=O)[C:21]3=[N:20][N:19]=2)[CH:9]=[CH:10][C:11]=1[C:12]1[O:16][C:15]([CH3:17])=[N:14][CH:13]=1.[Cl-].[NH4+].[CH2:45]1[CH2:49][O:48]CC1. (7) Given the product [C:39]1([C:42]2[CH:47]=[CH:46][CH:45]=[CH:44][CH:43]=2)[CH:38]=[CH:37][C:36]([CH2:35][CH2:34][CH:12]([OH:11])[CH:13]([CH2:14][CH2:15][NH:16][C:17]([NH:19][C:20]2[CH:21]=[CH:22][C:23]([F:26])=[CH:24][CH:25]=2)=[O:18])[C:27]([OH:29])=[O:28])=[CH:41][CH:40]=1, predict the reactants needed to synthesize it. The reactants are: [OH-].[Li+].C([O:11][CH:12]([CH2:34][CH2:35][C:36]1[CH:41]=[CH:40][C:39]([C:42]2[CH:47]=[CH:46][CH:45]=[CH:44][CH:43]=2)=[CH:38][CH:37]=1)[CH:13]([C:27]([O:29]C(C)(C)C)=[O:28])[CH2:14][CH2:15][NH:16][C:17]([NH:19][C:20]1[CH:25]=[CH:24][C:23]([F:26])=[CH:22][CH:21]=1)=[O:18])(=O)C1C=CC=CC=1.Cl. (8) Given the product [ClH:19].[Cl:19][C:18]1[C:14]([N:11]2[CH2:10][CH2:9][NH:8][CH2:13][CH2:12]2)=[N:15][S:16][N:17]=1, predict the reactants needed to synthesize it. The reactants are: C(OC([N:8]1[CH2:13][CH2:12][N:11]([C:14]2[C:18]([Cl:19])=[N:17][S:16][N:15]=2)[CH2:10][CH2:9]1)=O)(C)(C)C.Cl.O1CCOCC1. (9) The reactants are: [C:1]([S:4][CH2:5][C@H:6]1[N:11]([CH2:12][C@H:13](O)[C:14]2[C:15]([CH3:24])=[C:16]3[C:20](=[CH:21][CH:22]=2)[C:19](=[O:23])[O:18][CH2:17]3)[CH2:10][CH2:9][N:8]([C:26]([O:28][C:29]([CH3:32])([CH3:31])[CH3:30])=[O:27])[CH2:7]1)(=[O:3])[CH3:2].S(Cl)([Cl:35])=O.N1C=CC=CC=1. Given the product [C:1]([S:4][CH2:5][C@H:6]1[N:11]([CH2:12][CH:13]([Cl:35])[C:14]2[C:15]([CH3:24])=[C:16]3[C:20](=[CH:21][CH:22]=2)[C:19](=[O:23])[O:18][CH2:17]3)[CH2:10][CH2:9][N:8]([C:26]([O:28][C:29]([CH3:32])([CH3:31])[CH3:30])=[O:27])[CH2:7]1)(=[O:3])[CH3:2], predict the reactants needed to synthesize it. (10) Given the product [ClH:40].[ClH:40].[CH3:33][C:2]([C:34]1[CH:35]=[CH:36][CH:37]=[CH:38][CH:39]=1)([CH3:1])[CH2:3][NH:4][CH2:12][CH2:13][CH2:14][S:15][CH2:16][CH2:17][NH:18][CH2:19][C@@H:20]([C:21]1[C:29]2[S:28][C:27](=[O:30])[NH:26][C:25]=2[C:24]([OH:31])=[CH:23][CH:22]=1)[OH:32], predict the reactants needed to synthesize it. The reactants are: [CH3:1][C:2]([C:34]1[CH:39]=[CH:38][CH:37]=[CH:36][CH:35]=1)([CH3:33])[CH2:3][N:4]([CH2:12][CH2:13][CH2:14][S:15][CH2:16][CH2:17][NH:18][CH2:19][C@H:20]([OH:32])[C:21]1[C:29]2[S:28][C:27](=[O:30])[NH:26][C:25]=2[C:24]([OH:31])=[CH:23][CH:22]=1)C(=O)OC(C)(C)C.[ClH:40].